This data is from Catalyst prediction with 721,799 reactions and 888 catalyst types from USPTO. The task is: Predict which catalyst facilitates the given reaction. Reactant: [C:1]([C:3]1[N:4]=[CH:5][C:6]([NH:17][C@@H:18]2[CH2:23][CH2:22][O:21][CH2:20][C@@H:19]2[NH:24]C(=O)OC(C)(C)C)=[N:7][C:8]=1[NH:9][C:10]1[CH:15]=[CH:14][C:13]([CH3:16])=[CH:12][CH:11]=1)#[N:2].C(O)(C(F)(F)F)=O. Product: [NH2:24][C@@H:19]1[C@H:18]([NH:17][C:6]2[N:7]=[C:8]([NH:9][C:10]3[CH:15]=[CH:14][C:13]([CH3:16])=[CH:12][CH:11]=3)[C:3]([C:1]#[N:2])=[N:4][CH:5]=2)[CH2:23][CH2:22][O:21][CH2:20]1. The catalyst class is: 2.